Task: Predict the reaction yield, written as a fraction of the theoretical maximum amount of product (1.0 means a 100% yield; for example, 0.34 means a 34% yield).. Dataset: Reaction yield outcomes from USPTO patents with 853,638 reactions (1) The reactants are C[O:2][C:3]1[N:8]=[CH:7][C:6]([NH:9][C:10](=[O:17])[C:11]2[CH:16]=[CH:15][CH:14]=[CH:13][CH:12]=2)=[CH:5][CH:4]=1. The catalyst is O1CCCC1. The product is [OH:2][C:3]1[N:8]=[CH:7][C:6]([NH:9][C:10](=[O:17])[C:11]2[CH:16]=[CH:15][CH:14]=[CH:13][CH:12]=2)=[CH:5][CH:4]=1. The yield is 0.530. (2) The reactants are C([O:8][N:9]1[C:15](=[O:16])[N:14]2[CH2:17][C@@H:10]1[CH2:11][CH2:12][C@@H:13]2[C:18]([NH:20][NH:21][C:22](=[O:28])[CH2:23][C:24]([F:27])([F:26])[F:25])=[O:19])C1C=CC=CC=1.[H][H]. The catalyst is CO.[Pd]. The product is [OH:8][N:9]1[C:15](=[O:16])[N:14]2[CH2:17][C@@H:10]1[CH2:11][CH2:12][C@@H:13]2[C:18]([NH:20][NH:21][C:22](=[O:28])[CH2:23][C:24]([F:27])([F:25])[F:26])=[O:19]. The yield is 0.936. (3) The reactants are [Cl:1][C:2]1[CH:9]=[C:8]([C:10]([F:13])([F:12])[F:11])[CH:7]=[CH:6][C:3]=1[C:4]#N.CC(C[AlH]CC(C)C)C.C(O)(=[O:25])C.O. The catalyst is C1(C)C=CC=CC=1. The product is [Cl:1][C:2]1[CH:9]=[C:8]([C:10]([F:13])([F:12])[F:11])[CH:7]=[CH:6][C:3]=1[CH:4]=[O:25]. The yield is 0.788. (4) The reactants are [Li]CCCC.C(NC(C)C)(C)C.[Br:13][C:14]1[CH:19]=[N:18][C:17]([O:20][CH3:21])=[C:16]2[N:22]([S:25]([C:28]3[CH:34]=[CH:33][C:31]([CH3:32])=[CH:30][CH:29]=3)(=[O:27])=[O:26])[CH:23]=[CH:24][C:15]=12.[Li].[I:36]I.[O-]S([O-])(=S)=O.[Na+].[Na+]. The catalyst is O1CCCC1. The product is [Br:13][C:14]1[CH:19]=[N:18][C:17]([O:20][CH3:21])=[C:16]2[N:22]([S:25]([C:28]3[CH:34]=[CH:33][C:31]([CH3:32])=[CH:30][CH:29]=3)(=[O:27])=[O:26])[C:23]([I:36])=[CH:24][C:15]=12. The yield is 0.523. (5) The reactants are [CH2:1]([N:8](C)[C@@H:9]1[CH2:14][CH2:13][N:12]([CH2:15][CH2:16][C:17]2[CH:22]=[CH:21][C:20]([F:23])=[CH:19][CH:18]=2)[CH2:11][C@H:10]1[CH2:24][NH:25][C:26]([NH:28][C:29]1[CH:34]=[C:33]([C:35]2[N:39]([CH3:40])[N:38]=[N:37][N:36]=2)[CH:32]=[C:31]([CH2:41][CH3:42])[CH:30]=1)=[O:27])C1C=CC=CC=1. The catalyst is CO.[OH-].[OH-].[Pd+2]. The product is [CH3:1][NH:8][C@@H:9]1[CH2:14][CH2:13][N:12]([CH2:15][CH2:16][C:17]2[CH:22]=[CH:21][C:20]([F:23])=[CH:19][CH:18]=2)[CH2:11][C@H:10]1[CH2:24][NH:25][C:26]([NH:28][C:29]1[CH:34]=[C:33]([C:35]2[N:39]([CH3:40])[N:38]=[N:37][N:36]=2)[CH:32]=[C:31]([CH2:41][CH3:42])[CH:30]=1)=[O:27]. The yield is 0.970. (6) The reactants are [CH2:1]=[C:2]([C:4]1(C=O)[CH2:9][CH2:8][CH:7]=[CH:6][CH2:5]1)[CH3:3].[CH:12](=[O:16])[CH:13]([CH3:15])[CH3:14].B(F)(F)F.C[CH2:22][O:23]CC. The catalyst is ClCCCl. The product is [CH:22]([O:16][CH:12]([CH2:3][C:2](=[C:4]1[CH2:9][CH2:8][CH:7]=[CH:6][CH2:5]1)[CH3:1])[CH:13]([CH3:15])[CH3:14])=[O:23]. The yield is 0.700. (7) The reactants are [CH2:1]([N:3]([CH:7]1[CH2:12][CH2:11][N:10]([C:13]2[CH:18]=[CH:17][C:16]([CH:19]=O)=[CH:15][CH:14]=2)[CH2:9][CH2:8]1)[C:4](=[O:6])[CH3:5])[CH3:2].OS([O-])=O.[Na+].CC1C=CC(S(O)(=O)=O)=CC=1.[NH2:37][C:38]1[CH:46]=[C:45]([O:47][CH3:48])[CH:44]=[C:43]([O:49][CH3:50])[C:39]=1[C:40]([NH2:42])=[O:41]. The catalyst is CC(N(C)C)=O.O. The product is [CH3:50][O:49][C:43]1[CH:44]=[C:45]([O:47][CH3:48])[CH:46]=[C:38]2[C:39]=1[C:40](=[O:41])[NH:42][C:19]([C:16]1[CH:15]=[CH:14][C:13]([N:10]3[CH2:9][CH2:8][CH:7]([N:3]([CH2:1][CH3:2])[C:4](=[O:6])[CH3:5])[CH2:12][CH2:11]3)=[CH:18][CH:17]=1)=[N:37]2. The yield is 0.550. (8) The reactants are [Cl:1][C:2]1[CH:21]=[C:20]([C:22]([F:25])([F:24])[F:23])[CH:19]=[CH:18][C:3]=1[CH2:4][N:5]1[C:9]([CH2:10][CH2:11][C:12](O)=[O:13])=[CH:8][C:7]([CH:15]([CH3:17])[CH3:16])=[N:6]1.[CH2:26]([S:31]([NH2:34])(=[O:33])=[O:32])[CH2:27][CH2:28][CH2:29][CH3:30].N12CCCN=C1CCCCC2. The catalyst is O1CCCC1. The product is [Cl:1][C:2]1[CH:21]=[C:20]([C:22]([F:23])([F:25])[F:24])[CH:19]=[CH:18][C:3]=1[CH2:4][N:5]1[C:9]([CH2:10][CH2:11][C:12]([NH:34][S:31]([CH2:26][CH2:27][CH2:28][CH2:29][CH3:30])(=[O:33])=[O:32])=[O:13])=[CH:8][C:7]([CH:15]([CH3:17])[CH3:16])=[N:6]1. The yield is 0.380. (9) The reactants are [Br:1][C:2]1[CH:7]=[CH:6][C:5]([C:8]2[S:9][CH:10]=[C:11]([C:14]([CH3:16])=O)[C:12]=2[OH:13])=[CH:4][CH:3]=1.[N:17]1[CH:22]=[CH:21][CH:20]=[C:19]([CH2:23][NH:24][C:25]([C:27]2[S:28][C:29]([C:32]([NH:34][NH2:35])=[O:33])=[CH:30][CH:31]=2)=[O:26])[CH:18]=1. The catalyst is CS(C)=O. The product is [N:17]1[CH:22]=[CH:21][CH:20]=[C:19]([CH2:23][NH:24][C:25]([C:27]2[S:28][C:29]([C:32]([NH:34][N:35]=[C:14]([C:11]3[C:12]([OH:13])=[C:8]([C:5]4[CH:6]=[CH:7][C:2]([Br:1])=[CH:3][CH:4]=4)[S:9][CH:10]=3)[CH3:16])=[O:33])=[CH:30][CH:31]=2)=[O:26])[CH:18]=1. The yield is 0.810.